Task: Binary Classification. Given a miRNA mature sequence and a target amino acid sequence, predict their likelihood of interaction.. Dataset: Experimentally validated miRNA-target interactions with 360,000+ pairs, plus equal number of negative samples (1) The miRNA is hsa-miR-1304-3p with sequence UCUCACUGUAGCCUCGAACCCC. The protein sequence of the target gene is MKQLKRKRKSNFSVQETQTLLKEITKRKEVIFSKQLNTTINVMKRMAWEEIAQCVNAVGEGEQRTGTEVKRRYLDWRALMKRKRMKANIKLVGSGFPLPSSDLDDSLTEEIDEKIGFRNDANFDWQNVADFRDAGGSLTEVKVEEEERDPQSPEFEIEEEEEMLSSVIPDSRRENELPDFPHIDEFFTLNSTPSRSAYDEPHLLVNIEKQKLELEKRRLDIEAERLQVEKERLQIEKERLRHLDMEHERLQLEKERLQIEREKLRLQIVNSEKPSLENELGQGEKSMLQPQDIETEKLKL.... Result: 1 (interaction). (2) The miRNA is hsa-miR-30a-5p with sequence UGUAAACAUCCUCGACUGGAAG. The protein sequence of the target gene is MNVTSLFSFTSPAVKRLLGWKQGDEEEKWAEKAVDALVKKLKKKKGAMEELEKALSCPGQPSNCVTIPRSLDGRLQVSHRKGLPHVIYCRVWRWPDLQSHHELKPLECCEFPFGSKQKEVCINPYHYKRVESPVLPPVLVPRHSEYNPQHSLLAQFRNLGQNEPHMPLNATFPDSFQQPNSHPFPHSPNSSYPNSPGGSSSTYPHSPTSSDPGSPFQMPADTPPPAYLPPEDPMAQDGSQPMDTNMMAPPLPAEISRGDVQAVAYEEPKHWCSIVYYELNNRVGEAFHASSTSVLVDGFT.... Result: 0 (no interaction).